Dataset: Full USPTO retrosynthesis dataset with 1.9M reactions from patents (1976-2016). Task: Predict the reactants needed to synthesize the given product. (1) Given the product [CH3:22][O:21][CH2:20][C:18]([NH:33][C:34]1[C:42]([I:43])=[C:38]([C:39]([Cl:41])=[O:40])[C:37]([I:44])=[C:36]([C:35]=1[I:48])[C:45]([Cl:47])=[O:46])=[O:19], predict the reactants needed to synthesize it. The reactants are: CN(C(C1C(I)=C(N[C:18]([CH2:20][O:21][CH3:22])=[O:19])C(I)=C(C(NCC(O)CO)=O)C=1I)=O)CC(O)CO.[NH2:33][C:34]1[C:35]([I:48])=[C:36]([C:45]([Cl:47])=[O:46])[C:37]([I:44])=[C:38]([C:42]=1[I:43])[C:39]([Cl:41])=[O:40].COCC(Cl)=O. (2) The reactants are: C(OC(N1CCC2N(C)C3C(C(F)(F)F)=CC(NC4C=CC=CN=4)=CC=3C2C1)=O)(C)(C)C.C(OC([N:40]1[CH2:56][CH2:55][C@@H:43]2[N:44]([CH3:54])[C:45]3[C:46]([C:52]#[N:53])=[CH:47][C:48](Br)=[CH:49][C:50]=3[C@@H:42]2[CH2:41]1)=O)(C)(C)C.[Cl:57][C:58]1[C:63]([NH2:64])=[CH:62][C:61]([Cl:65])=[CH:60][N:59]=1.CC([O-])(C)C.[Na+]. Given the product [Cl:57][C:58]1[C:63]([NH:64][C:48]2[CH:49]=[C:50]3[C:45](=[C:46]([C:52]#[N:53])[CH:47]=2)[N:44]([CH3:54])[C@H:43]2[CH2:55][CH2:56][NH:40][CH2:41][C@@H:42]32)=[CH:62][C:61]([Cl:65])=[CH:60][N:59]=1, predict the reactants needed to synthesize it. (3) Given the product [CH2:1]([O:3][C:4](=[O:14])[CH2:5][C:6]1[CH:11]=[CH:10][C:9]([O:12][CH2:16][CH3:17])=[C:8]([Br:13])[CH:7]=1)[CH3:2], predict the reactants needed to synthesize it. The reactants are: [CH2:1]([O:3][C:4](=[O:14])[CH2:5][C:6]1[CH:11]=[CH:10][C:9]([OH:12])=[C:8]([Br:13])[CH:7]=1)[CH3:2].I[CH2:16][CH3:17].